Task: Predict the product of the given reaction.. Dataset: Forward reaction prediction with 1.9M reactions from USPTO patents (1976-2016) Given the reactants [CH2:1]([O:8][C:9]1[CH:20]=[C:19]2[C:12]([NH:13][CH:14]=[C:15]2[CH2:16][CH2:17][NH2:18])=[CH:11][CH:10]=1)[C:2]1[CH:7]=[CH:6][CH:5]=[CH:4][CH:3]=1.[O:21]([C:28]1[CH:29]=[C:30]([CH:33]=[CH:34][CH:35]=1)[CH:31]=O)[C:22]1[CH:27]=[CH:26][CH:25]=[CH:24][CH:23]=1.[BH4-].[Na+].C(O)(=O)C(O)=O, predict the reaction product. The product is: [CH2:1]([O:8][C:9]1[CH:20]=[C:19]2[C:12](=[CH:11][CH:10]=1)[NH:13][CH:14]=[C:15]2[CH2:16][CH2:17][NH:18][CH2:31][C:30]1[CH:33]=[CH:34][CH:35]=[C:28]([O:21][C:22]2[CH:27]=[CH:26][CH:25]=[CH:24][CH:23]=2)[CH:29]=1)[C:2]1[CH:3]=[CH:4][CH:5]=[CH:6][CH:7]=1.